From a dataset of TCR-epitope binding with 47,182 pairs between 192 epitopes and 23,139 TCRs. Binary Classification. Given a T-cell receptor sequence (or CDR3 region) and an epitope sequence, predict whether binding occurs between them. The epitope is SFHSLHLLF. The TCR CDR3 sequence is CASSYGQARIDTQYF. Result: 0 (the TCR does not bind to the epitope).